This data is from Catalyst prediction with 721,799 reactions and 888 catalyst types from USPTO. The task is: Predict which catalyst facilitates the given reaction. (1) The catalyst class is: 154. Reactant: [CH:1]12[CH2:10][CH:5]3[CH2:6][CH:7]([CH2:9][CH:3]([CH2:4]3)[CH:2]1[N:11]1[C:14](=[O:15])[C:13]([CH3:17])([CH3:16])[NH:12]1)[CH2:8]2.[C:18](Cl)(=[O:25])[C:19]1[CH:24]=[CH:23][CH:22]=[CH:21][CH:20]=1.C(N(CC)CC)C.O. Product: [CH3:16][C:13]1([CH3:17])[N:12]([C:18]([C:19]2[CH:24]=[CH:23][CH:22]=[CH:21][CH:20]=2)=[O:25])[N:11]([CH:2]2[CH:3]3[CH2:4][CH:5]4[CH2:6][CH:7]([CH2:8][CH:1]2[CH2:10]4)[CH2:9]3)[C:14]1=[O:15]. (2) Reactant: [CH2:1]([O:3][C:4](=[O:23])[C:5]([C:7]1[C:8]([CH3:22])=[N:9][C:10]2[N:11]([N:14]=[C:15]([C:17]([O:19][CH2:20][CH3:21])=[O:18])[CH:16]=2)[C:12]=1[Cl:13])=[O:6])[CH3:2].CB1N2CCC[C@@H]2C(C2C=CC=CC=2)(C2C=CC=CC=2)O1.C1(C)C=CC=CC=1.C([O-])([O-])=O.[Na+].[Na+]. Product: [Cl:13][C:12]1[N:11]2[N:14]=[C:15]([C:17]([O:19][CH2:20][CH3:21])=[O:18])[CH:16]=[C:10]2[N:9]=[C:8]([CH3:22])[C:7]=1[C@H:5]([OH:6])[C:4]([O:3][CH2:1][CH3:2])=[O:23]. The catalyst class is: 260. (3) Reactant: [Cl:1][C:2]1[CH:7]=[CH:6][C:5]([C:8]2[N:9]=[C:10]([C:24]([O:26][C:27]([CH3:30])([CH3:29])[CH3:28])=[O:25])[C:11]([C:21]([OH:23])=O)=[N:12][C:13]=2[C:14]2[CH:19]=[CH:18][C:17]([Cl:20])=[CH:16][CH:15]=2)=[CH:4][CH:3]=1.[NH2:31][CH2:32][CH:33]([C:35]1[CH:40]=[CH:39][CH:38]=[CH:37][CH:36]=1)[OH:34].C(N(CC)CC)C.C1CN([P+](ON2N=NC3C=CC=CC2=3)(N2CCCC2)N2CCCC2)CC1.F[P-](F)(F)(F)(F)F. The catalyst class is: 124. Product: [C:27]([O:26][C:24]([C:10]1[C:11]([C:21](=[O:23])[NH:31][CH2:32][CH:33]([OH:34])[C:35]2[CH:40]=[CH:39][CH:38]=[CH:37][CH:36]=2)=[N:12][C:13]([C:14]2[CH:15]=[CH:16][C:17]([Cl:20])=[CH:18][CH:19]=2)=[C:8]([C:5]2[CH:4]=[CH:3][C:2]([Cl:1])=[CH:7][CH:6]=2)[N:9]=1)=[O:25])([CH3:28])([CH3:29])[CH3:30]. (4) Reactant: [OH:1][CH2:2][C@@H:3]([CH2:19][CH2:20][CH2:21][CH2:22][CH:23]=[CH2:24])[C:4](N1[C@@H](CC2C=CC=CC=2)COC1=O)=[O:5].C1C[O:28]CC1.OO.[Li+].[OH-]. Product: [OH:1][CH2:2][C@@H:3]([CH2:19][CH2:20][CH2:21][CH2:22][CH:23]=[CH2:24])[C:4]([OH:5])=[O:28]. The catalyst class is: 6. (5) Reactant: [Cl:1][C:2]1[CH:20]=[CH:19][C:5]([O:6][CH:7]2[CH2:10][N:9]([CH2:11][C@H:12]3[CH2:17][CH2:16][CH2:15][CH2:14][C@H:13]3[NH2:18])[CH2:8]2)=[CH:4][CH:3]=1.C1([O:27][C:28](=O)[NH:29][C:30]2[S:31][C:32]([CH2:35][CH3:36])=[N:33][N:34]=2)C=CC=CC=1. Product: [Cl:1][C:2]1[CH:3]=[CH:4][C:5]([O:6][CH:7]2[CH2:10][N:9]([CH2:11][C@H:12]3[CH2:17][CH2:16][CH2:15][CH2:14][C@H:13]3[NH:18][C:28]([NH:29][C:30]3[S:31][C:32]([CH2:35][CH3:36])=[N:33][N:34]=3)=[O:27])[CH2:8]2)=[CH:19][CH:20]=1. The catalyst class is: 16. (6) Reactant: [C:1]([N:9]1[C@@H:13]([CH:14]([CH3:16])[CH3:15])[C:12](=[O:17])OC1=O)(=[O:8])[C:2]1[CH:7]=[CH:6][CH:5]=[CH:4][CH:3]=1.[C:19]1([CH3:28])[CH:24]=[CH:23][C:22]([C@@H:25]([NH2:27])[CH3:26])=[CH:21][CH:20]=1.CN1CCOCC1.Cl. Product: [C:19]1([CH3:28])[CH:24]=[CH:23][C:22]([C@@H:25]([NH:27][C:12](=[O:17])[C@H:13]([CH:14]([CH3:15])[CH3:16])[NH:9][C:1](=[O:8])[C:2]2[CH:3]=[CH:4][CH:5]=[CH:6][CH:7]=2)[CH3:26])=[CH:21][CH:20]=1. The catalyst class is: 13. (7) Reactant: Cl.[CH3:2][C:3]1[CH:8]=[C:7]([C:9]([N:11]2[C:17]3[CH:18]=[CH:19][CH:20]=[CH:21][C:16]=3[CH2:15][N:14]3[C:22]([C:25]([N:27]4[CH2:32][CH2:31][NH:30][CH2:29][CH2:28]4)=[O:26])=[CH:23][CH:24]=[C:13]3[CH2:12]2)=[O:10])[CH:6]=[CH:5][C:4]=1[C:33]1[CH:38]=[CH:37][CH:36]=[CH:35][C:34]=1[C:39]([F:42])([F:41])[F:40].C(N(CC)C(C)C)(C)C.[CH3:52][O:53][CH2:54][C@@H:55]1[O:57][CH2:56]1. Product: [CH3:52][O:53][CH2:54][C@H:55]([OH:57])[CH2:56][N:30]1[CH2:29][CH2:28][N:27]([C:25]([C:22]2[N:14]3[C:13]([CH2:12][N:11]([C:9]([C:7]4[CH:6]=[CH:5][C:4]([C:33]5[CH:38]=[CH:37][CH:36]=[CH:35][C:34]=5[C:39]([F:40])([F:42])[F:41])=[C:3]([CH3:2])[CH:8]=4)=[O:10])[C:17]4[CH:18]=[CH:19][CH:20]=[CH:21][C:16]=4[CH2:15]3)=[CH:24][CH:23]=2)=[O:26])[CH2:32][CH2:31]1. The catalyst class is: 5. (8) Reactant: [Cl:1][C:2]1[C:10]([F:11])=[C:9]([F:12])[CH:8]=[CH:7][C:3]=1[C:4](O)=[O:5].S(Cl)(Cl)=O.[NH3:17]. Product: [Cl:1][C:2]1[C:10]([F:11])=[C:9]([F:12])[CH:8]=[CH:7][C:3]=1[C:4]([NH2:17])=[O:5]. The catalyst class is: 12. (9) Reactant: C([O:3][C:4](=O)[CH2:5][C:6]1[CH:11]=[C:10]([O:12][CH:13]2[CH2:22][CH2:21][C:16]3([O:20][CH2:19][CH2:18][O:17]3)[CH2:15][CH2:14]2)[N:9]=[C:8]([C:23]([F:26])([F:25])[F:24])[N:7]=1)C.[BH4-].[Na+].CO. Product: [O:17]1[C:16]2([CH2:21][CH2:22][CH:13]([O:12][C:10]3[N:9]=[C:8]([C:23]([F:25])([F:26])[F:24])[N:7]=[C:6]([CH2:5][CH2:4][OH:3])[CH:11]=3)[CH2:14][CH2:15]2)[O:20][CH2:19][CH2:18]1. The catalyst class is: 7. (10) Reactant: [CH3:1][C:2]1([CH3:20])[N:6]([C:7]([C:9]2[CH:14]=[CH:13][CH:12]=[CH:11][CH:10]=2)=[O:8])[CH2:5][CH:4](C(OC)=O)[C:3]1=[O:19]. Product: [CH3:1][C:2]1([CH3:20])[C:3](=[O:19])[CH2:4][CH2:5][N:6]1[C:7]([C:9]1[CH:14]=[CH:13][CH:12]=[CH:11][CH:10]=1)=[O:8]. The catalyst class is: 313.